Dataset: Reaction yield outcomes from USPTO patents with 853,638 reactions. Task: Predict the reaction yield, written as a fraction of the theoretical maximum amount of product (1.0 means a 100% yield; for example, 0.34 means a 34% yield). (1) The reactants are [CH2:1]([O:8][N:9]1[C:15](=[O:16])[N:14]2[CH2:17][C@H:10]1[CH2:11][CH2:12][C@H:13]2[C:18]([OH:20])=[O:19])[C:2]1[CH:7]=[CH:6][CH:5]=[CH:4][CH:3]=1.C(=O)([O-])O.[Na+].[CH2:26](Br)[CH:27]=[CH2:28].C(OCC)(=O)C. The catalyst is CN(C)C=O. The product is [CH2:1]([O:8][N:9]1[C:15](=[O:16])[N:14]2[CH2:17][C@H:10]1[CH2:11][CH2:12][C@H:13]2[C:18]([O:20][CH2:28][CH:27]=[CH2:26])=[O:19])[C:2]1[CH:7]=[CH:6][CH:5]=[CH:4][CH:3]=1. The yield is 0.140. (2) The reactants are [CH3:1][O:2][C:3]1[C:16]([N+:17]([O-])=O)=[CH:15][C:6]2[O:7][C:8]([CH3:14])([CH3:13])[C:9](=[O:12])[N:10]([CH3:11])[C:5]=2[CH:4]=1.[Sn](Cl)Cl. The catalyst is C(O)C. The product is [NH2:17][C:16]1[C:3]([O:2][CH3:1])=[CH:4][C:5]2[N:10]([CH3:11])[C:9](=[O:12])[C:8]([CH3:14])([CH3:13])[O:7][C:6]=2[CH:15]=1. The yield is 0.990. (3) The reactants are [CH2:1]([NH:3][CH2:4][CH2:5][OH:6])[CH3:2].[H-].[Na+].F[C:10]1[CH:15]=[CH:14][C:13]([N+:16]([O-:18])=[O:17])=[CH:12][CH:11]=1.Cl. The catalyst is CN(C)C=O. The product is [CH2:1]([NH:3][CH2:4][CH2:5][O:6][C:10]1[CH:15]=[CH:14][C:13]([N+:16]([O-:18])=[O:17])=[CH:12][CH:11]=1)[CH3:2]. The yield is 0.410. (4) The reactants are [CH2:1]([N:3]1[C:7]([C:8]2[S:16][C:15]3[C:10](=[N:11][CH:12]=[CH:13][C:14]=3[O:17][C:18]3[CH:24]=[CH:23][C:21]([NH2:22])=[CH:20][C:19]=3[F:25])[CH:9]=2)=[CH:6][N:5]=[CH:4]1)[CH3:2].[F:26][C:27]1[CH:32]=[CH:31][CH:30]=[CH:29][C:28]=1[NH:33][C:34](=[O:39])[CH2:35][C:36](O)=[O:37].C(Cl)CCl.C1C=CC2N(O)N=NC=2C=1. The catalyst is CN(C=O)C. The product is [CH2:1]([N:3]1[C:7]([C:8]2[S:16][C:15]3[C:10](=[N:11][CH:12]=[CH:13][C:14]=3[O:17][C:18]3[CH:24]=[CH:23][C:21]([NH:22][C:36](=[O:37])[CH2:35][C:34]([NH:33][C:28]4[CH:29]=[CH:30][CH:31]=[CH:32][C:27]=4[F:26])=[O:39])=[CH:20][C:19]=3[F:25])[CH:9]=2)=[CH:6][N:5]=[CH:4]1)[CH3:2]. The yield is 0.580. (5) The reactants are [C:1](Cl)(Cl)=[S:2].[Cl:5][C:6]1[C:7]([NH2:13])=[N:8][CH:9]=[C:10]([Cl:12])[CH:11]=1. The catalyst is O1CCCC1.C(=O)([O-])O.[Na+]. The product is [Cl:5][C:6]1[C:7]([N:13]=[C:1]=[S:2])=[N:8][CH:9]=[C:10]([Cl:12])[CH:11]=1. The yield is 0.390. (6) The reactants are Br[C:2]1[CH:7]=[CH:6][C:5](Br)=[CH:4][CH:3]=1.[CH3:9][Si:10]([C:13]#[CH:14])([CH3:12])[CH3:11]. The catalyst is C1C=CC([P]([Pd]([P](C2C=CC=CC=2)(C2C=CC=CC=2)C2C=CC=CC=2)([P](C2C=CC=CC=2)(C2C=CC=CC=2)C2C=CC=CC=2)[P](C2C=CC=CC=2)(C2C=CC=CC=2)C2C=CC=CC=2)(C2C=CC=CC=2)C2C=CC=CC=2)=CC=1.[Cu]I.C1COCC1. The product is [CH3:9][Si:10]([C:13]#[C:14][C:2]1[CH:7]=[CH:6][C:5]([C:14]#[C:13][Si:10]([CH3:12])([CH3:11])[CH3:9])=[CH:4][CH:3]=1)([CH3:12])[CH3:11]. The yield is 0.900. (7) The reactants are [CH:1]1([NH:4][C:5](=[O:32])[C:6]([C:15]2[CH:20]=[CH:19][C:18]([NH:21][CH2:22][C:23]3[CH:31]=[CH:30][C:26]([C:27](O)=[O:28])=[CH:25][CH:24]=3)=[CH:17][CH:16]=2)=[CH:7][C:8]2[CH:13]=[CH:12][C:11]([F:14])=[CH:10][CH:9]=2)[CH2:3][CH2:2]1.CN(C=O)C.[CH:38]1[CH:39]=[CH:40][C:41]2[N:46](O)N=[N:44][C:42]=2[CH:43]=1.C1(N)C=CC=CC=1N. The yield is 0.0800. The catalyst is O. The product is [NH2:44][C:42]1[CH:43]=[CH:38][CH:39]=[CH:40][C:41]=1[NH:46][C:27](=[O:28])[C:26]1[CH:30]=[CH:31][C:23]([CH2:22][NH:21][C:18]2[CH:17]=[CH:16][C:15]([C:6]([C:5]([NH:4][CH:1]3[CH2:3][CH2:2]3)=[O:32])=[CH:7][C:8]3[CH:13]=[CH:12][C:11]([F:14])=[CH:10][CH:9]=3)=[CH:20][CH:19]=2)=[CH:24][CH:25]=1.